The task is: Predict the product of the given reaction.. This data is from Forward reaction prediction with 1.9M reactions from USPTO patents (1976-2016). (1) Given the reactants [CH2:1]([N:3]1[N:7]=[N:6][C:5]([NH2:8])=[N:4]1)[CH3:2].N1C=CC=CC=1.[C:15]1([O:21][C:22](Cl)=[O:23])[CH:20]=[CH:19][CH:18]=[CH:17][CH:16]=1, predict the reaction product. The product is: [C:15]1([O:21][C:22](=[O:23])[NH:8][C:5]2[N:6]=[N:7][N:3]([CH2:1][CH3:2])[N:4]=2)[CH:20]=[CH:19][CH:18]=[CH:17][CH:16]=1. (2) Given the reactants [OH:1][C:2]1[NH:3][C:4]([C:13]([OH:15])=O)=[C:5]([C:7]2[CH:12]=[CH:11][CH:10]=[CH:9][CH:8]=2)[N:6]=1.Cl.Cl.[OH:18][CH2:19][C:20]1[CH:21]=[C:22]([N:26]2[CH2:31][CH2:30][NH:29][CH2:28][CH2:27]2)[CH:23]=[CH:24][CH:25]=1.Cl.CN(C)CCCN=C=NCC.O.ON1C2C=CC=CC=2N=N1, predict the reaction product. The product is: [OH:18][CH2:19][C:20]1[CH:21]=[C:22]([N:26]2[CH2:31][CH2:30][N:29]([C:13]([C:4]3[NH:3][C:2]([OH:1])=[N:6][C:5]=3[C:7]3[CH:8]=[CH:9][CH:10]=[CH:11][CH:12]=3)=[O:15])[CH2:28][CH2:27]2)[CH:23]=[CH:24][CH:25]=1. (3) Given the reactants Cl.Cl.[Cl:3][C:4]1[CH:12]=[CH:11][CH:10]=[C:9]2[C:5]=1[CH2:6][N:7]([C:13]([O:15][C@@H:16]1[CH2:20][C@@H:19]([C:21](=[O:37])[NH:22][C@:23]3([C:28](=[O:36])[NH:29][S:30]([CH:33]4[CH2:35][CH2:34]4)(=[O:32])=[O:31])[CH2:25][C@H:24]3[CH2:26][CH3:27])[NH:18][CH2:17]1)=[O:14])[CH2:8]2.[F:38][C:39]1[CH:40]=[C:41]([NH:49][C@@H:50]([C:54]([CH3:57])([CH3:56])[CH3:55])[C:51](O)=[O:52])[CH:42]=[C:43]([C:45]([F:48])([F:47])[F:46])[CH:44]=1.CN(C(ON1N=NC2C=CC=NC1=2)=[N+](C)C)C.F[P-](F)(F)(F)(F)F.CCN(C(C)C)C(C)C.OS([O-])(=O)=O.[K+], predict the reaction product. The product is: [Cl:3][C:4]1[CH:12]=[CH:11][CH:10]=[C:9]2[C:5]=1[CH2:6][N:7]([C:13]([O:15][C@@H:16]1[CH2:20][C@@H:19]([C:21](=[O:37])[NH:22][C@:23]3([C:28](=[O:36])[NH:29][S:30]([CH:33]4[CH2:34][CH2:35]4)(=[O:32])=[O:31])[CH2:25][C@H:24]3[CH2:26][CH3:27])[N:18]([C:51](=[O:52])[C@@H:50]([NH:49][C:41]3[CH:42]=[C:43]([C:45]([F:48])([F:47])[F:46])[CH:44]=[C:39]([F:38])[CH:40]=3)[C:54]([CH3:57])([CH3:56])[CH3:55])[CH2:17]1)=[O:14])[CH2:8]2.